This data is from Peptide-MHC class I binding affinity with 185,985 pairs from IEDB/IMGT. The task is: Regression. Given a peptide amino acid sequence and an MHC pseudo amino acid sequence, predict their binding affinity value. This is MHC class I binding data. (1) The peptide sequence is LSPLCITMRCN. The MHC is Mamu-A01 with pseudo-sequence Mamu-A01. The binding affinity (normalized) is 0.714. (2) The peptide sequence is HDLMMGYAW. The MHC is HLA-B18:01 with pseudo-sequence HLA-B18:01. The binding affinity (normalized) is 0.357. (3) The peptide sequence is SSQRDTILK. The MHC is HLA-A31:01 with pseudo-sequence HLA-A31:01. The binding affinity (normalized) is 0.274.